From a dataset of Reaction yield outcomes from USPTO patents with 853,638 reactions. Predict the reaction yield, written as a fraction of the theoretical maximum amount of product (1.0 means a 100% yield; for example, 0.34 means a 34% yield). (1) The reactants are [F:1][C:2]([F:20])([F:19])[C:3]1[CH:8]=[CH:7][CH:6]=[CH:5][C:4]=1[C:9]1[CH:14]=[CH:13][N:12]2[N:15]=[CH:16][C:17]([NH2:18])=[C:11]2[N:10]=1.[N:21]1[CH:26]=[CH:25][CH:24]=[CH:23][C:22]=1[C:27](O)=[O:28].CCN(C(C)C)C(C)C.CN(C(ON1N=NC2C=CC=NC1=2)=[N+](C)C)C.F[P-](F)(F)(F)(F)F. The catalyst is CN(C=O)C.O. The product is [F:20][C:2]([F:1])([F:19])[C:3]1[CH:8]=[CH:7][CH:6]=[CH:5][C:4]=1[C:9]1[CH:14]=[CH:13][N:12]2[N:15]=[CH:16][C:17]([NH:18][C:27](=[O:28])[C:22]3[CH:23]=[CH:24][CH:25]=[CH:26][N:21]=3)=[C:11]2[N:10]=1. The yield is 0.730. (2) The reactants are [F:1][C:2]([F:15])([F:14])[CH:3]([OH:13])/[CH:4]=[C:5](\[CH3:12])/[CH2:6][CH2:7][CH:8]=[C:9]([CH3:11])[CH3:10].[F:16][C:17]([Si](C)(C)C)([F:19])[F:18].[F-].[Cs+]. The catalyst is C1COCC1. The product is [F:1][C:2]([F:14])([F:15])[C:3]([C:17]([F:19])([F:18])[F:16])([OH:13])/[CH:4]=[C:5](\[CH3:12])/[CH2:6][CH2:7][CH:8]=[C:9]([CH3:10])[CH3:11]. The yield is 0.760. (3) The catalyst is CN(C)C=O.C(Cl)(Cl)Cl. The yield is 0.170. The product is [Cl:19][C:13]1[CH:14]=[CH:15][CH:16]=[C:17]([Cl:18])[C:12]=1[NH:11][C:4]1[CH:3]=[CH:2][CH:1]=[CH:6][C:5]=1[CH2:7][C:8]([O:10][C:46]1[CH:54]=[CH:53][C:49]([C:50](=[O:51])[NH2:52])=[CH:48][CH:47]=1)=[O:9]. The reactants are [CH:1]1[CH:2]=[CH:3][C:4]([NH:11][C:12]2[C:13]([Cl:19])=[CH:14][CH:15]=[CH:16][C:17]=2[Cl:18])=[C:5]([CH2:7][C:8]([OH:10])=[O:9])[CH:6]=1.OC1C2N=NNC=2C=CC=1.C1CCC(N=C=NC2CCCCC2)CC1.O[C:46]1[CH:54]=[CH:53][C:49]([C:50]([NH2:52])=[O:51])=[CH:48][CH:47]=1. (4) The reactants are C([O:3][P:4]([O:8][CH2:9][CH3:10])[O:5][CH2:6][CH3:7])C.[CH:11]1[C:16]([CH2:17]Br)=[CH:15][CH:14]=[C:13]([C:19]([OH:21])=[O:20])[CH:12]=1. The catalyst is C1(C)C=CC=CC=1. The product is [CH2:9]([O:8][P:4]([CH2:17][C:16]1[CH:15]=[CH:14][C:13]([C:19]([OH:21])=[O:20])=[CH:12][CH:11]=1)([O:5][CH2:6][CH3:7])=[O:3])[CH3:10]. The yield is 0.770.